From a dataset of hERG Central: cardiac toxicity at 1µM, 10µM, and general inhibition. Predict hERG channel inhibition at various concentrations. (1) Results: hERG_inhib (hERG inhibition (general)): blocker. The drug is COc1ccc(C2c3ccc(O)cc3Oc3ncn4nc(-c5ccccn5)nc4c32)cc1OC. (2) The compound is Cc1ccc(C(CNC(=O)Nc2ccc(Cl)cc2)N2CCN(C)CC2)cc1. Results: hERG_inhib (hERG inhibition (general)): blocker. (3) The molecule is COc1ccc(C2Oc3ccccc3C3=C2C(c2cccs2)n2ncnc2N3)cc1. Results: hERG_inhib (hERG inhibition (general)): blocker. (4) The drug is O=C(Nc1cccc([N+](=O)[O-])c1)C1CC(=O)N(Cc2ccccc2)C1. Results: hERG_inhib (hERG inhibition (general)): blocker. (5) The molecule is Fc1ccc(CNC2CCN(Cc3ccccc3)CC2)cc1. Results: hERG_inhib (hERG inhibition (general)): blocker. (6) The molecule is CCOc1ccc(Nc2cc(C)nc3ccc(C)cc23)cc1. Results: hERG_inhib (hERG inhibition (general)): blocker. (7) The molecule is O=C(N/N=C(\c1ccccc1)c1ccccn1)c1cccc([N+](=O)[O-])c1. Results: hERG_inhib (hERG inhibition (general)): blocker. (8) The molecule is Cc1cc(C)nc(/N=C(\N)Nc2cccc(OCc3ccccc3)c2)n1. Results: hERG_inhib (hERG inhibition (general)): blocker. (9) The molecule is Cn1c(CCN2CCN(c3ccccn3)CC2)nc2cc(NS(=O)(=O)c3ccc(Cl)cc3)ccc21. Results: hERG_inhib (hERG inhibition (general)): blocker. (10) The compound is Cc1nc2cc(-c3ccccc3)nn2c(C)c1CCC(=O)NC(C)c1ccc2c(c1)OCCO2. Results: hERG_inhib (hERG inhibition (general)): blocker.